This data is from Reaction yield outcomes from USPTO patents with 853,638 reactions. The task is: Predict the reaction yield, written as a fraction of the theoretical maximum amount of product (1.0 means a 100% yield; for example, 0.34 means a 34% yield). (1) The reactants are [C:1]([NH:4][CH2:5][CH2:6][CH2:7][S:8]([O:11][CH2:12][C:13]([CH3:28])([CH3:27])[C@@H:14](O)[C:15]([O:17][CH2:18][CH2:19][O:20][C:21]([O:23][CH2:24][CH3:25])=[O:22])=[O:16])(=[O:10])=[O:9])(=[O:3])[CH3:2].[P:29](Cl)(OC1C=CC=CC=1)([O:31][C:32]1[CH:37]=[CH:36][CH:35]=[CH:34][CH:33]=1)=[O:30].C(N(CC)CC)C. The catalyst is ClCCl.CN(C1C=CN=CC=1)C. The product is [C:1]([NH:4][CH2:5][CH2:6][CH2:7][S:8]([O:11][CH2:12][C:13]([CH3:28])([CH3:27])[C@@H:14]([PH:29]([O:31][C:32]1[CH:37]=[CH:36][CH:35]=[CH:34][CH:33]=1)=[O:30])[C:15]([O:17][CH2:18][CH2:19][O:20][C:21]([O:23][CH2:24][CH3:25])=[O:22])=[O:16])(=[O:10])=[O:9])(=[O:3])[CH3:2]. The yield is 0.650. (2) The reactants are Cl[C:2]1[C:7]([CH2:8][C:9]([O:11][CH3:12])=[O:10])=[C:6]([N:13]([CH3:15])[CH3:14])[N:5]=[C:4]([CH2:16][C:17]2[CH:22]=[CH:21][C:20]([N+:23]([O-])=O)=[CH:19][CH:18]=2)[N:3]=1.C([O-])(=O)C.[K+]. The product is [NH2:23][C:20]1[CH:19]=[CH:18][C:17]([CH2:16][C:4]2[N:5]=[C:6]([N:13]([CH3:15])[CH3:14])[C:7]([CH2:8][C:9]([O:11][CH3:12])=[O:10])=[CH:2][N:3]=2)=[CH:22][CH:21]=1. The yield is 0.970. The catalyst is CO.[Pd]. (3) The reactants are Br[C:2]1[CH:11]=[C:10]2[C:5]([C:6]([NH:13][CH3:14])=[N:7][C:8]([NH2:12])=[N:9]2)=[CH:4][CH:3]=1.[CH2:15](O)[CH3:16].C(=O)([O-])[O-].[Na+].[Na+].C(O[C:27]1[CH:32]=[CH:31]C=[CH:29][C:28]=1B(O)O)C. The catalyst is O.COCCOC. The product is [CH3:14][NH:13][C:6]1[C:5]2[C:10](=[CH:11][C:2]([C:31]3[CH:32]=[CH:27][CH:28]=[CH:29][C:15]=3[CH3:16])=[CH:3][CH:4]=2)[N:9]=[C:8]([NH2:12])[N:7]=1. The yield is 0.287.